This data is from Catalyst prediction with 721,799 reactions and 888 catalyst types from USPTO. The task is: Predict which catalyst facilitates the given reaction. Reactant: [N:1]1[CH:6]=[CH:5][CH:4]=[C:3]([CH2:7][C:8]2[CH:9]=[N:10][CH:11]=[CH:12][CH:13]=2)[CH:2]=1.[Li+].CC([N-]C(C)C)C.[Br:22][C:23]1[CH:28]=[CH:27][CH:26]=[C:25]([CH:29](Cl)[C:30]2[CH:35]=[CH:34][CH:33]=[C:32]([O:36][CH3:37])[N:31]=2)[N:24]=1. Product: [Br:22][C:23]1[CH:28]=[CH:27][CH:26]=[C:25]([CH:29]([C:30]2[CH:35]=[CH:34][CH:33]=[C:32]([O:36][CH3:37])[N:31]=2)[CH:7]([C:8]2[CH:9]=[N:10][CH:11]=[CH:12][CH:13]=2)[C:3]2[CH:2]=[N:1][CH:6]=[CH:5][CH:4]=2)[N:24]=1. The catalyst class is: 1.